This data is from Reaction yield outcomes from USPTO patents with 853,638 reactions. The task is: Predict the reaction yield, written as a fraction of the theoretical maximum amount of product (1.0 means a 100% yield; for example, 0.34 means a 34% yield). (1) The reactants are [Cl:1][C:2]1[CH:3]=[C:4]2[C:9](=[CH:10][CH:11]=1)[N:8]=[C:7](N)[N:6]=[CH:5]2.C(O[N+]([O-])=O)(C)(C)C.C([O-])(O)=O.[Na+].[Cl:26]CCCl. No catalyst specified. The product is [Cl:26][C:7]1[N:6]=[CH:5][C:4]2[C:9](=[CH:10][CH:11]=[C:2]([Cl:1])[CH:3]=2)[N:8]=1. The yield is 0.200. (2) The yield is 0.910. The product is [CH3:20][C:21]([CH3:25])([CH3:24])[C:22]#[C:23][C:2]1[CH:3]=[C:4]([CH:10]=[CH:11][CH:12]=1)[C:5]([O:7][CH2:8][CH3:9])=[O:6]. The reactants are Br[C:2]1[CH:3]=[C:4]([CH:10]=[CH:11][CH:12]=1)[C:5]([O:7][CH2:8][CH3:9])=[O:6].C(N(CC)CC)C.[CH3:20][C:21]([CH3:25])([CH3:24])[C:22]#[CH:23]. The catalyst is CC#N.CCOC(C)=O.C1C=CC([P]([Pd]([P](C2C=CC=CC=2)(C2C=CC=CC=2)C2C=CC=CC=2)([P](C2C=CC=CC=2)(C2C=CC=CC=2)C2C=CC=CC=2)[P](C2C=CC=CC=2)(C2C=CC=CC=2)C2C=CC=CC=2)(C2C=CC=CC=2)C2C=CC=CC=2)=CC=1.[Cu]I. (3) The reactants are [CH3:1][O:2][C:3](=[O:17])[CH2:4][CH2:5][CH2:6][CH2:7][CH2:8][S:9][C:10]1[CH:15]=[CH:14][C:13](N)=[CH:12][CH:11]=1.[CH2:18]=O.[C:20]([BH3-])#[N:21].[Na+]. The catalyst is CO.[Cl-].[Zn+2].[Cl-]. The product is [CH3:1][O:2][C:3](=[O:17])[CH2:4][CH2:5][CH2:6][CH2:7][CH2:8][S:9][C:10]1[CH:15]=[CH:14][C:13]([N:21]([CH3:20])[CH3:18])=[CH:12][CH:11]=1. The yield is 0.790. (4) The reactants are Br[CH2:2][C:3]1[S:11][C:10]2[C:9]([N:12]3[CH2:17][CH2:16][O:15][CH2:14][CH2:13]3)=[N:8][C:7]([Cl:18])=[N:6][C:5]=2[CH:4]=1.[O:19]1[C:24]2([CH2:29][CH2:28][NH:27][CH2:26][CH2:25]2)[CH2:23][NH:22][C:21](=[O:30])[CH2:20]1.C(=O)([O-])[O-].[K+].[K+]. The catalyst is CN(C=O)C. The product is [Cl:18][C:7]1[N:8]=[C:9]([N:12]2[CH2:17][CH2:16][O:15][CH2:14][CH2:13]2)[C:10]2[S:11][C:3]([CH2:2][N:27]3[CH2:26][CH2:25][C:24]4([O:19][CH2:20][C:21](=[O:30])[NH:22][CH2:23]4)[CH2:29][CH2:28]3)=[CH:4][C:5]=2[N:6]=1. The yield is 0.820. (5) The reactants are [CH2:1]([O:8][C:9]1[CH:10]=[CH:11][C:12]([CH2:16][CH3:17])=[C:13]([OH:15])[CH:14]=1)[C:2]1[CH:7]=[CH:6][CH:5]=[CH:4][CH:3]=1.[H-].[Na+].Cl[CH2:21][O:22][CH3:23].O. The catalyst is O1CCCC1. The product is [CH2:1]([O:8][C:9]1[CH:10]=[CH:11][C:12]([CH2:16][CH3:17])=[C:13]([O:15][CH2:21][O:22][CH3:23])[CH:14]=1)[C:2]1[CH:3]=[CH:4][CH:5]=[CH:6][CH:7]=1. The yield is 0.860. (6) The product is [CH3:22][S:19]([C:17]1[CH:16]=[CH:15][C:14]([O:23][C@@H:24]([CH3:29])[C:25]([F:27])([F:28])[F:26])=[C:13]([C:11]([N:6]2[C:7]3[C:3](=[C:2]([N:30]4[CH2:35][CH2:34][O:33][CH2:32][CH2:31]4)[CH:10]=[CH:9][CH:8]=3)[CH2:4][CH2:5]2)=[O:12])[CH:18]=1)(=[O:20])=[O:21]. The yield is 0.570. The reactants are Br[C:2]1[CH:10]=[CH:9][CH:8]=[C:7]2[C:3]=1[CH2:4][CH2:5][N:6]2[C:11]([C:13]1[CH:18]=[C:17]([S:19]([CH3:22])(=[O:21])=[O:20])[CH:16]=[CH:15][C:14]=1[O:23][C@@H:24]([CH3:29])[C:25]([F:28])([F:27])[F:26])=[O:12].[NH:30]1[CH2:35][CH2:34][O:33][CH2:32][CH2:31]1.C1C=CC(P(C2C(C3C(P(C4C=CC=CC=4)C4C=CC=CC=4)=CC=C4C=3C=CC=C4)=C3C(C=CC=C3)=CC=2)C2C=CC=CC=2)=CC=1. The catalyst is C1(C)C=CC=CC=1.